From a dataset of Merck oncology drug combination screen with 23,052 pairs across 39 cell lines. Regression. Given two drug SMILES strings and cell line genomic features, predict the synergy score measuring deviation from expected non-interaction effect. (1) Drug 1: COc1cccc2c1C(=O)c1c(O)c3c(c(O)c1C2=O)CC(O)(C(=O)CO)CC3OC1CC(N)C(O)C(C)O1. Drug 2: O=C(CCCCCCC(=O)Nc1ccccc1)NO. Cell line: DLD1. Synergy scores: synergy=1.52. (2) Drug 1: CN1C(=O)C=CC2(C)C3CCC4(C)C(NC(=O)OCC(F)(F)F)CCC4C3CCC12. Drug 2: N.N.O=C(O)C1(C(=O)O)CCC1.[Pt]. Cell line: KPL1. Synergy scores: synergy=44.4. (3) Drug 1: CC1CC2C3CCC4=CC(=O)C=CC4(C)C3(F)C(O)CC2(C)C1(O)C(=O)CO. Drug 2: NC(=O)c1cccc2cn(-c3ccc(C4CCCNC4)cc3)nc12. Cell line: HCT116. Synergy scores: synergy=2.26.